From a dataset of Full USPTO retrosynthesis dataset with 1.9M reactions from patents (1976-2016). Predict the reactants needed to synthesize the given product. Given the product [Br:1][C:2]1[CH:3]=[C:4]2[C:17](=[O:19])[N:23]3[CH2:22][CH2:21][NH:24][C:8]3([C:10]3[CH:15]=[N:14][C:13]([CH3:16])=[CH:12][N:11]=3)[CH2:7][N:5]2[CH:6]=1, predict the reactants needed to synthesize it. The reactants are: [Br:1][C:2]1[CH:3]=[C:4]([C:17]([O:19]C)=O)[N:5]([CH2:7][C:8]([C:10]2[CH:15]=[N:14][C:13]([CH3:16])=[CH:12][N:11]=2)=O)[CH:6]=1.[CH2:21]([NH2:24])[CH2:22][NH2:23].